From a dataset of Forward reaction prediction with 1.9M reactions from USPTO patents (1976-2016). Predict the product of the given reaction. (1) Given the reactants [Cl:1][C:2]1[CH:7]=[CH:6][C:5]([C:8]2([CH2:41][NH:42]C(=O)C)[CH2:13][CH2:12][N:11]([C:14]3[C:15]4[N:16]([N:20]=[C:21]([NH:23][C:24]5[CH:40]=[CH:39][C:27]([C:28]([N:30]([CH3:38])[CH:31]6[CH2:36][CH2:35][N:34]([CH3:37])[CH2:33][CH2:32]6)=[O:29])=[CH:26][CH:25]=5)[N:22]=4)[CH:17]=[CH:18][CH:19]=3)[CH2:10][CH2:9]2)=[CH:4][CH:3]=1.C(O)=O.CC#N, predict the reaction product. The product is: [NH2:42][CH2:41][C:8]1([C:5]2[CH:6]=[CH:7][C:2]([Cl:1])=[CH:3][CH:4]=2)[CH2:13][CH2:12][N:11]([C:14]2[C:15]3[N:16]([N:20]=[C:21]([NH:23][C:24]4[CH:40]=[CH:39][C:27]([C:28]([N:30]([CH3:38])[CH:31]5[CH2:36][CH2:35][N:34]([CH3:37])[CH2:33][CH2:32]5)=[O:29])=[CH:26][CH:25]=4)[N:22]=3)[CH:17]=[CH:18][CH:19]=2)[CH2:10][CH2:9]1. (2) Given the reactants COC1C=CC(C[N:8]2[CH:12]=[C:11]([C:13]3[N:14]=[C:15]([NH:18][C:19]4[CH:24]=[CH:23][CH:22]=[CH:21][N:20]=4)[S:16][CH:17]=3)[C:10]([C:25]#[N:26])=[N:9]2)=CC=1, predict the reaction product. The product is: [N:20]1[CH:21]=[CH:22][CH:23]=[CH:24][C:19]=1[NH:18][C:15]1[S:16][CH:17]=[C:13]([C:11]2[CH:12]=[N:8][NH:9][C:10]=2[C:25]#[N:26])[N:14]=1. (3) Given the reactants Br[C:2]1[CH:9]=[CH:8][C:7]([N:10]2[C:19]3[C:14](=[CH:15][CH:16]=[CH:17][CH:18]=3)[CH2:13][N:12]([CH2:20][CH:21]3[CH2:26][CH2:25][N:24]([C:27]4[C:36]5[C:31](=[CH:32][C:33]([O:39][CH3:40])=[C:34]([O:37][CH3:38])[CH:35]=5)[N:30]=[CH:29][N:28]=4)[CH2:23][CH2:22]3)[C:11]2=[O:41])=[CH:6][C:3]=1[C:4]#[N:5].[C:42]1(P(C2C=CC=CC=2)CCCP(C2C=CC=CC=2)C2C=CC=CC=2)[CH:47]=CC=C[CH:43]=1.[C:71](=O)([O-:73])[O-:72].[K+].[K+].C(=O)(O)[O-].[Na+], predict the reaction product. The product is: [C:4]([C:3]1[CH:6]=[C:7]([N:10]2[C:19]3[C:14](=[CH:15][CH:16]=[CH:17][CH:18]=3)[CH2:13][N:12]([CH2:20][CH:21]3[CH2:26][CH2:25][N:24]([C:27]4[C:36]5[C:31](=[CH:32][C:33]([O:39][CH3:40])=[C:34]([O:37][CH3:38])[CH:35]=5)[N:30]=[CH:29][N:28]=4)[CH2:23][CH2:22]3)[C:11]2=[O:41])[CH:8]=[CH:9][C:2]=1[C:71]([O:73][CH2:43][CH2:42][CH3:47])=[O:72])#[N:5]. (4) Given the reactants [CH3:1][C:2]1[N:3]=[C:4]2[CH:9]=[C:8]([N:10]3[CH2:15][CH2:14][O:13][CH2:12][CH2:11]3)[CH:7]=[CH:6][N:5]2[C:16]=1[C:17]1[CH:22]=[CH:21][N:20]=[C:19]([NH:23][C:24]2[CH:32]=[CH:31][C:27]([C:28]([OH:30])=O)=[CH:26][CH:25]=2)[N:18]=1.F[P-](F)(F)(F)(F)F.N1(OC(N(C)C)=[N+](C)C)C2N=CC=CC=2N=N1.[C:57]1([NH2:64])[CH:62]=[CH:61][CH:60]=[CH:59][C:58]=1[NH2:63].CCN(C(C)C)C(C)C, predict the reaction product. The product is: [NH2:63][C:58]1[CH:59]=[CH:60][CH:61]=[CH:62][C:57]=1[NH:64][C:28](=[O:30])[C:27]1[CH:26]=[CH:25][C:24]([NH:23][C:19]2[N:18]=[C:17]([C:16]3[N:5]4[CH:6]=[CH:7][C:8]([N:10]5[CH2:11][CH2:12][O:13][CH2:14][CH2:15]5)=[CH:9][C:4]4=[N:3][C:2]=3[CH3:1])[CH:22]=[CH:21][N:20]=2)=[CH:32][CH:31]=1. (5) Given the reactants [CH3:1][O:2][C:3]1[CH:22]=[CH:21][C:6]([CH2:7][N:8]2[N:12]=[N:11][C:10]([C:13]3[CH:14]=[C:15]([CH2:19]O)[CH:16]=[CH:17][CH:18]=3)=[N:9]2)=[CH:5][CH:4]=1.P(Br)(Br)[Br:24], predict the reaction product. The product is: [Br:24][CH2:19][C:15]1[CH:14]=[C:13]([C:10]2[N:11]=[N:12][N:8]([CH2:7][C:6]3[CH:21]=[CH:22][C:3]([O:2][CH3:1])=[CH:4][CH:5]=3)[N:9]=2)[CH:18]=[CH:17][CH:16]=1. (6) Given the reactants C(OC(C)(C)C)(=O)C=C.[C:10]([O:14][C:15](=[O:33])[CH:16]=[CH:17][C:18]1[CH:31]=[CH:30][C:29]2[C:20](=[C:21]([NH2:32])[C:22]3[C:27]([N:28]=2)=[CH:26][CH:25]=[CH:24][CH:23]=3)[CH:19]=1)([CH3:13])([CH3:12])[CH3:11], predict the reaction product. The product is: [C:10]([O:14][C:15](=[O:33])[CH2:16][CH2:17][C:18]1[CH:31]=[CH:30][C:29]2[C:20](=[C:21]([NH2:32])[C:22]3[C:27]([N:28]=2)=[CH:26][CH:25]=[CH:24][CH:23]=3)[CH:19]=1)([CH3:13])([CH3:11])[CH3:12]. (7) Given the reactants [CH3:1][C:2]1[N:3]([CH:18]([C:20](=[O:22])[CH3:21])[CH3:19])[C:4]2[C:9]([C:10]=1[C:11]([O:13][C:14]([CH3:17])([CH3:16])[CH3:15])=[O:12])=[CH:8][CH:7]=[CH:6][CH:5]=2.[CH3:23][C:24]1[CH:29]=[CH:28][C:27]([S:30](Cl)(=[O:32])=[O:31])=[CH:26][CH:25]=1.N12CCN(CC1)CC2.O, predict the reaction product. The product is: [CH3:1][C:2]1[N:3]([CH:18]([CH:20]([O:22][S:30]([C:27]2[CH:28]=[CH:29][C:24]([CH3:23])=[CH:25][CH:26]=2)(=[O:32])=[O:31])[CH3:21])[CH3:19])[C:4]2[C:9]([C:10]=1[C:11]([O:13][C:14]([CH3:15])([CH3:17])[CH3:16])=[O:12])=[CH:8][CH:7]=[CH:6][CH:5]=2.